This data is from Full USPTO retrosynthesis dataset with 1.9M reactions from patents (1976-2016). The task is: Predict the reactants needed to synthesize the given product. (1) Given the product [ClH:32].[CH3:29][C@@H:24]1[C:23](=[O:30])[NH:22][N:21]=[C:20]2[N:25]1[C:26]1[CH:27]=[C:28]3[N:12]([C:10]4([CH3:31])[CH2:9][NH:8][CH2:11]4)[CH:13]=[CH:14][C:15]3=[CH:16][C:17]=1[O:18][CH2:19]2, predict the reactants needed to synthesize it. The reactants are: C(OC([N:8]1[CH2:11][C:10]([CH3:31])([N:12]2[C:28]3[C:15](=[CH:16][C:17]4[O:18][CH2:19][C:20]5[N:25]([C:26]=4[CH:27]=3)[C@H:24]([CH3:29])[C:23](=[O:30])[NH:22][N:21]=5)[CH:14]=[CH:13]2)[CH2:9]1)=O)(C)(C)C.[ClH:32]. (2) Given the product [CH2:22]([O:24][C:25]([CH:27]([CH3:31])[CH2:28][CH2:29][N:14]1[C:13]2[CH:15]=[CH:16][CH:17]=[C:18]([CH3:19])[C:12]=2[N:11]=[C:10]1[CH2:9][O:8][C:7]1[CH:20]=[CH:21][C:4]([Cl:3])=[CH:5][CH:6]=1)=[O:26])[CH3:23], predict the reactants needed to synthesize it. The reactants are: [H-].[Na+].[Cl:3][C:4]1[CH:21]=[CH:20][C:7]([O:8][CH2:9][C:10]2[NH:11][C:12]3[C:18]([CH3:19])=[CH:17][CH:16]=[CH:15][C:13]=3[N:14]=2)=[CH:6][CH:5]=1.[CH2:22]([O:24][C:25]([CH:27]([CH3:31])[CH2:28][CH2:29]Br)=[O:26])[CH3:23].O. (3) The reactants are: C[S-].[Na+].C[O:5][C:6]1[C:7]([CH:16]2[CH2:21][C:20]([CH3:35])([S:22]([C:25]3[CH:30]=[CH:29][CH:28]=[C:27]([C:31]([F:34])([F:33])[F:32])[CH:26]=3)(=[O:24])=[O:23])[CH2:19][CH2:18][O:17]2)=[N:8][CH:9]=[C:10]([S:12]([CH3:15])(=[O:14])=[O:13])[CH:11]=1.O.Cl. Given the product [CH3:35][C:20]1([S:22]([C:25]2[CH:30]=[CH:29][CH:28]=[C:27]([C:31]([F:34])([F:32])[F:33])[CH:26]=2)(=[O:23])=[O:24])[CH2:19][CH2:18][O:17][CH:16]([C:7]2[C:6]([OH:5])=[CH:11][C:10]([S:12]([CH3:15])(=[O:13])=[O:14])=[CH:9][N:8]=2)[CH2:21]1, predict the reactants needed to synthesize it. (4) Given the product [Cl:12][C:13]1[CH:14]=[CH:15][C:16]([CH2:17][NH:18][C:19]([C:21]2[C:22]([OH:30])=[C:23]3[CH:29]=[C:28]([CH2:9][N:3]4[CH2:8][CH2:7][O:6][CH2:5][CH2:4]4)[S:27][C:24]3=[N:25][CH:26]=2)=[O:20])=[CH:31][CH:32]=1, predict the reactants needed to synthesize it. The reactants are: C=O.[NH:3]1[CH2:8][CH2:7][O:6][CH2:5][CH2:4]1.[CH2:9](O)C.[Cl:12][C:13]1[CH:32]=[CH:31][C:16]([CH2:17][NH:18][C:19]([C:21]2[C:22]([OH:30])=[C:23]3[CH:29]=[CH:28][S:27][C:24]3=[N:25][CH:26]=2)=[O:20])=[CH:15][CH:14]=1.